Dataset: Full USPTO retrosynthesis dataset with 1.9M reactions from patents (1976-2016). Task: Predict the reactants needed to synthesize the given product. (1) Given the product [CH3:2][C@@H:3]1[CH2:7][CH2:6][CH2:5][N:4]1[CH2:8][CH2:9][C:10]1[CH:15]=[CH:14][C:13]([C:20]2[CH:25]=[CH:24][C:23]([C:26]3([C:31]([OH:33])=[O:32])[CH2:30][CH2:29][CH2:28][CH2:27]3)=[CH:22][CH:21]=2)=[CH:12][CH:11]=1, predict the reactants needed to synthesize it. The reactants are: Cl.[CH3:2][C@@H:3]1[CH2:7][CH2:6][CH2:5][N:4]1[CH2:8][CH2:9][C:10]1[CH:15]=[CH:14][C:13](B(O)O)=[CH:12][CH:11]=1.Cl[C:20]1[CH:25]=[CH:24][C:23]([C:26]2([C:31]([OH:33])=[O:32])[CH2:30][CH2:29][CH2:28][CH2:27]2)=[CH:22][CH:21]=1.C([O-])([O-])=O.[Na+].[Na+]. (2) Given the product [Br:1][C:2]1[C:7]([O:22][CH2:21][CH2:20][N:18]([CH3:19])[CH3:17])=[N:6][C:5]([NH2:11])=[N:4][C:3]=1[C:12]1[O:13][CH:14]=[CH:15][CH:16]=1, predict the reactants needed to synthesize it. The reactants are: [Br:1][C:2]1[C:3]([C:12]2[O:13][CH:14]=[CH:15][CH:16]=2)=[N:4][C:5]([NH2:11])=[N:6][C:7]=1S(C)=O.[CH3:17][N:18]([CH2:20][CH2:21][OH:22])[CH3:19].C1CCN2C(=NCCC2)CC1. (3) Given the product [CH3:29][C:27]1[CH:28]=[C:23]([NH:22][C:18]2[N:17]=[C:16]([O:15][CH:12]3[CH2:11][CH2:10][CH:9]([OH:8])[CH2:14][CH2:13]3)[CH:21]=[CH:20][N:19]=2)[CH:24]=[C:25]([C:30]2[S:34][C:33]([C:35]([OH:41])([CH3:40])[C:36]([F:38])([F:39])[F:37])=[N:32][CH:31]=2)[CH:26]=1, predict the reactants needed to synthesize it. The reactants are: C([O:8][CH:9]1[CH2:14][CH2:13][CH:12]([O:15][C:16]2[CH:21]=[CH:20][N:19]=[C:18]([NH:22][C:23]3[CH:24]=[C:25]([C:30]4[S:34][C:33]([C:35]([OH:41])([CH3:40])[C:36]([F:39])([F:38])[F:37])=[N:32][CH:31]=4)[CH:26]=[C:27]([CH3:29])[CH:28]=3)[N:17]=2)[CH2:11][CH2:10]1)C1C=CC=CC=1.Cl.